Dataset: Catalyst prediction with 721,799 reactions and 888 catalyst types from USPTO. Task: Predict which catalyst facilitates the given reaction. (1) Reactant: [N:1]1([C:7]2[CH:12]=[CH:11][C:10]([NH:13][C:14]([C:16]3[CH:25]=[C:24](Cl)[C:23]4[C:18](=[C:19]([Br:29])[CH:20]=[C:21]([O:27][CH3:28])[CH:22]=4)[N:17]=3)=[O:15])=[CH:9][CH:8]=2)[CH2:6][CH2:5][O:4][CH2:3][CH2:2]1.[CH3:30][NH:31][CH3:32]. Product: [N:1]1([C:7]2[CH:12]=[CH:11][C:10]([NH:13][C:14]([C:16]3[CH:25]=[C:24]([N:31]([CH3:32])[CH3:30])[C:23]4[C:18](=[C:19]([Br:29])[CH:20]=[C:21]([O:27][CH3:28])[CH:22]=4)[N:17]=3)=[O:15])=[CH:9][CH:8]=2)[CH2:6][CH2:5][O:4][CH2:3][CH2:2]1. The catalyst class is: 7. (2) Reactant: [Br:1][C:2]1[CH:3]=[CH:4][C:5]2[S:14][C:8]3[CH2:9][CH2:10][NH:11][CH2:12][CH2:13][C:7]=3[C:6]=2[CH:15]=1.C(N(CC)CC)C.[C:23](O[C:23]([O:25][C:26]([CH3:29])([CH3:28])[CH3:27])=[O:24])([O:25][C:26]([CH3:29])([CH3:28])[CH3:27])=[O:24]. Product: [Br:1][C:2]1[CH:3]=[CH:4][C:5]2[S:14][C:8]3[CH2:9][CH2:10][N:11]([C:23]([O:25][C:26]([CH3:29])([CH3:28])[CH3:27])=[O:24])[CH2:12][CH2:13][C:7]=3[C:6]=2[CH:15]=1. The catalyst class is: 5. (3) Reactant: [F:1][C:2]1[CH:3]=[C:4]([CH2:8][C:9]#[N:10])[CH:5]=[CH:6][CH:7]=1.C[O-].[Na+].[F:14][C:15]1[CH:20]=[CH:19][C:18]([CH:21]=[CH:22][C:23]([O:25][CH3:26])=[O:24])=[CH:17][CH:16]=1. Product: [C:9]([CH:8]([C:4]1[CH:5]=[CH:6][CH:7]=[C:2]([F:1])[CH:3]=1)[CH:21]([C:18]1[CH:17]=[CH:16][C:15]([F:14])=[CH:20][CH:19]=1)[CH2:22][C:23]([O:25][CH3:26])=[O:24])#[N:10]. The catalyst class is: 11. (4) Reactant: [OH:1][CH2:2][CH2:3][C:4]1[CH:9]=[CH:8][C:7]([NH:10][C:11]([C:13]2[C:14]([C:19]3[C:24]([Cl:25])=[CH:23][CH:22]=[CH:21][C:20]=3[Cl:26])=[N:15][O:16][C:17]=2[CH3:18])=[O:12])=[CH:6][CH:5]=1.CC(OI1(OC(C)=O)(OC(C)=O)OC(=O)C2C=CC=CC1=2)=O. Product: [Cl:25][C:24]1[CH:23]=[CH:22][CH:21]=[C:20]([Cl:26])[C:19]=1[C:14]1[C:13]([C:11]([NH:10][C:7]2[CH:6]=[CH:5][C:4]([CH2:3][CH:2]=[O:1])=[CH:9][CH:8]=2)=[O:12])=[C:17]([CH3:18])[O:16][N:15]=1. The catalyst class is: 2. (5) Reactant: Cl.[Cl:2][C:3]1[CH:8]=[CH:7][C:6]([C:9]([CH:12]2[CH2:17][CH2:16][N:15](C(OC(C)(C)C)=O)[CH2:14][CH2:13]2)([OH:11])[CH3:10])=[CH:5][CH:4]=1. Product: [ClH:2].[Cl:2][C:3]1[CH:4]=[CH:5][C:6]([C:9]([CH:12]2[CH2:17][CH2:16][NH:15][CH2:14][CH2:13]2)([OH:11])[CH3:10])=[CH:7][CH:8]=1. The catalyst class is: 5. (6) Reactant: [C:1]([N:4]1[CH2:9][CH2:8][N:7]([C:10]2[CH:15]=[CH:14][C:13]([NH:16][C:17]3[N:25]=[C:24]4[C:20]([N:21]=[CH:22][N:23]4C4CCCCO4)=[C:19]([O:32][C:33]4[CH:34]=[C:35]([NH:39][C:40](=[O:43])[CH:41]=[CH2:42])[CH:36]=[CH:37][CH:38]=4)[N:18]=3)=[CH:12][CH:11]=2)[CH2:6][CH2:5]1)(=[O:3])[CH3:2]. Product: [C:1]([N:4]1[CH2:9][CH2:8][N:7]([C:10]2[CH:11]=[CH:12][C:13]([NH:16][C:17]3[N:25]=[C:24]4[C:20]([N:21]=[CH:22][NH:23]4)=[C:19]([O:32][C:33]4[CH:34]=[C:35]([NH:39][C:40](=[O:43])[CH:41]=[CH2:42])[CH:36]=[CH:37][CH:38]=4)[N:18]=3)=[CH:14][CH:15]=2)[CH2:6][CH2:5]1)(=[O:3])[CH3:2]. The catalyst class is: 811.